Dataset: Merck oncology drug combination screen with 23,052 pairs across 39 cell lines. Task: Regression. Given two drug SMILES strings and cell line genomic features, predict the synergy score measuring deviation from expected non-interaction effect. (1) Drug 1: O=c1[nH]cc(F)c(=O)[nH]1. Drug 2: CC(C)CC(NC(=O)C(Cc1ccccc1)NC(=O)c1cnccn1)B(O)O. Cell line: HT29. Synergy scores: synergy=-16.0. (2) Drug 1: C#Cc1cccc(Nc2ncnc3cc(OCCOC)c(OCCOC)cc23)c1. Drug 2: CNC(=O)c1cc(Oc2ccc(NC(=O)Nc3ccc(Cl)c(C(F)(F)F)c3)cc2)ccn1. Cell line: HT144. Synergy scores: synergy=0.458. (3) Drug 1: O=c1[nH]cc(F)c(=O)[nH]1. Drug 2: O=C(O)C1(Cc2cccc(Nc3nccs3)n2)CCC(Oc2cccc(Cl)c2F)CC1. Cell line: SW837. Synergy scores: synergy=-3.19. (4) Drug 1: N.N.O=C(O)C1(C(=O)O)CCC1.[Pt]. Drug 2: CC1(c2nc3c(C(N)=O)cccc3[nH]2)CCCN1. Cell line: UWB1289. Synergy scores: synergy=-9.75. (5) Drug 1: COc1cc(C2c3cc4c(cc3C(OC3OC5COC(C)OC5C(O)C3O)C3COC(=O)C23)OCO4)cc(OC)c1O. Drug 2: COC1CC2CCC(C)C(O)(O2)C(=O)C(=O)N2CCCCC2C(=O)OC(C(C)CC2CCC(OP(C)(C)=O)C(OC)C2)CC(=O)C(C)C=C(C)C(O)C(OC)C(=O)C(C)CC(C)C=CC=CC=C1C. Cell line: UWB1289. Synergy scores: synergy=15.0.